From a dataset of Forward reaction prediction with 1.9M reactions from USPTO patents (1976-2016). Predict the product of the given reaction. (1) The product is: [Br:1][C:2]1[CH:7]=[CH:6][C:5]([O:8][C:15]2[CH:20]=[CH:19][N+:18]([O-:21])=[C:17]([CH3:22])[CH:16]=2)=[C:4]([F:9])[CH:3]=1. Given the reactants [Br:1][C:2]1[CH:7]=[CH:6][C:5]([OH:8])=[C:4]([F:9])[CH:3]=1.[H-].[Na+].[N+]([C:15]1[CH:16]=[C:17]([CH3:22])[N+:18]([O-:21])=[CH:19][CH:20]=1)([O-])=O, predict the reaction product. (2) Given the reactants Br[C:2]1[CH:3]=[N:4][N:5]([CH2:7][CH2:8][C@@H:9]([NH:18][C:19](=[O:25])[O:20][C:21]([CH3:24])([CH3:23])[CH3:22])[CH2:10][C:11]2[CH:16]=[CH:15][C:14]([Cl:17])=[CH:13][CH:12]=2)[CH:6]=1.CC1(C)C(C)(C)OB([C:34]2[CH:43]=[CH:42][C:37]3[NH:38][C:39](=[O:41])[O:40][C:36]=3[CH:35]=2)O1.C(=O)([O-])[O-].[Na+].[Na+].C1(P(C2CCCCC2)C2C=CC=CC=2C2C=CC=CC=2C)CCCCC1, predict the reaction product. The product is: [Cl:17][C:14]1[CH:15]=[CH:16][C:11]([CH2:10][C@H:9]([NH:18][C:19](=[O:25])[O:20][C:21]([CH3:24])([CH3:23])[CH3:22])[CH2:8][CH2:7][N:5]2[CH:6]=[C:2]([C:34]3[CH:43]=[CH:42][C:37]4[NH:38][C:39](=[O:41])[O:40][C:36]=4[CH:35]=3)[CH:3]=[N:4]2)=[CH:12][CH:13]=1. (3) Given the reactants [NH2:1][C:2]1[N:7]=[CH:6][C:5](I)=[CH:4][N:3]=1.C[Si]([C:13]#[CH:14])(C)C, predict the reaction product. The product is: [C:13]([C:5]1[CH:4]=[N:3][C:2]([NH2:1])=[N:7][CH:6]=1)#[CH:14]. (4) Given the reactants [CH2:1]([O:3][C:4](=[O:19])[C:5]([CH2:12][CH2:13][C:14]1[S:15][CH:16]=[CH:17][CH:18]=1)([CH3:11])[C:6]([O:8]CC)=[O:7])[CH3:2].[OH-].[K+], predict the reaction product. The product is: [CH2:1]([O:3][C:4](=[O:19])[C:5]([CH2:12][CH2:13][C:14]1[S:15][CH:16]=[CH:17][CH:18]=1)([CH3:11])[C:6]([OH:8])=[O:7])[CH3:2]. (5) Given the reactants [Cl:1][C:2]1[CH:3]=[N:4][N:5]([CH3:17])[C:6]=1[C:7]1[CH:15]=[CH:14][C:10]([C:11]([OH:13])=O)=[CH:9][C:8]=1[F:16].Cl.[NH2:19][C@@H:20]([CH2:33][C:34]1[CH:39]=[CH:38][CH:37]=[CH:36][C:35]=1[C:40]([F:43])([F:42])[F:41])[CH2:21][N:22]1[C:30](=[O:31])[C:29]2[C:24](=[CH:25][CH:26]=[CH:27][CH:28]=2)[C:23]1=[O:32].C(N(C(C)C)CC)(C)C.C1CN([P+](Br)(N2CCCC2)N2CCCC2)CC1.F[P-](F)(F)(F)(F)F, predict the reaction product. The product is: [Cl:1][C:2]1[CH:3]=[N:4][N:5]([CH3:17])[C:6]=1[C:7]1[CH:15]=[CH:14][C:10]([C:11]([NH:19][C@@H:20]([CH2:33][C:34]2[CH:39]=[CH:38][CH:37]=[CH:36][C:35]=2[C:40]([F:43])([F:41])[F:42])[CH2:21][N:22]2[C:30](=[O:31])[C:29]3[C:24](=[CH:25][CH:26]=[CH:27][CH:28]=3)[C:23]2=[O:32])=[O:13])=[CH:9][C:8]=1[F:16]. (6) Given the reactants [CH2:1]=[O:2].[OH-].[Na+].[N:5]1[C:12]([NH2:13])=[N:11][C:9]([NH2:10])=[N:8][C:6]=1[NH2:7], predict the reaction product. The product is: [CH2:1]([NH:7][C:6]1[N:8]=[C:9]([NH2:10])[N:11]=[C:12]([NH2:13])[N:5]=1)[OH:2]. (7) Given the reactants [CH3:1][N:2]1[CH2:6][CH2:5][CH:4]([OH:7])[CH2:3]1.C[Si]([N-][Si](C)(C)C)(C)C.[K+].[NH2:18][C:19]1[CH:26]=[C:25](F)[C:22]([C:23]#[N:24])=[CH:21][N:20]=1, predict the reaction product. The product is: [NH2:18][C:19]1[CH:26]=[C:25]([O:7][CH:4]2[CH2:5][CH2:6][N:2]([CH3:1])[CH2:3]2)[C:22]([C:23]#[N:24])=[CH:21][N:20]=1. (8) Given the reactants [F-].C([N+](CCCC)(CCCC)CCCC)CCC.COC(=O)[CH2:22][N:23]([S:31](=[O:43])(=[O:42])[NH:32][C:33](OCC[Si](C)(C)C)=[O:34])[C:24]1[CH:29]=[CH:28][CH:27]=[C:26]([I:30])[CH:25]=1.CCOC(C)=O.CCCCCC, predict the reaction product. The product is: [I:30][C:26]1[CH:25]=[C:24]([N:23]2[S:31](=[O:43])(=[O:42])[NH:32][C:33](=[O:34])[CH2:22]2)[CH:29]=[CH:28][CH:27]=1.